From a dataset of Reaction yield outcomes from USPTO patents with 853,638 reactions. Predict the reaction yield, written as a fraction of the theoretical maximum amount of product (1.0 means a 100% yield; for example, 0.34 means a 34% yield). (1) The reactants are [C:1](OC=C)(=[O:3])[CH3:2].[F:7][C:8]([F:12])=[C:9]([F:11])[F:10].[OH-].[Na+]. The catalyst is O1CCCC1. The product is [CH:1]([OH:3])=[CH2:2].[F:7][C:8]([F:12])=[C:9]([F:11])[F:10]. The yield is 1.00. (2) The reactants are [C:1]1([CH:7]([O:14][C:15]([C:17]2[N:22]3[C:23](=[O:26])[CH:24]([NH2:25])[C@H:21]3[S:20][CH2:19][C:18]=2[CH2:27][O:28][C:29]2[CH:34]=[C:33]([Cl:35])[CH:32]=[CH:31][C:30]=2[O:36][C:37]2[CH:42]=[CH:41][C:40]([Cl:43])=[CH:39][C:38]=2[Cl:44])=[O:16])[C:8]2[CH:13]=[CH:12][CH:11]=[CH:10][CH:9]=2)[CH:6]=[CH:5][CH:4]=[CH:3][CH:2]=1.C(Cl)Cl.[N:48]1([CH2:53][C:54](O)=[O:55])[CH:52]=[N:51][N:50]=[N:49]1. No catalyst specified. The product is [Cl:44][C:38]1[CH:39]=[C:40]([Cl:43])[CH:41]=[CH:42][C:37]=1[O:36][C:30]1[CH:31]=[CH:32][C:33]([Cl:35])=[CH:34][C:29]=1[O:28][CH2:27][C:18]1[CH2:19][S:20][C@@H:21]2[CH:24]([NH:25][C:54](=[O:55])[CH2:53][N:48]3[CH:52]=[N:51][N:50]=[N:49]3)[C:23](=[O:26])[N:22]2[C:17]=1[C:15]([O:14][CH:7]([C:8]1[CH:13]=[CH:12][CH:11]=[CH:10][CH:9]=1)[C:1]1[CH:6]=[CH:5][CH:4]=[CH:3][CH:2]=1)=[O:16]. The yield is 0.893.